This data is from Full USPTO retrosynthesis dataset with 1.9M reactions from patents (1976-2016). The task is: Predict the reactants needed to synthesize the given product. (1) Given the product [CH2:17]([O:16][C:14]([CH:13]1[CH2:19][CH:20]=[CH:21][CH2:1][N:4]([C:5]([O:7][C:8]([CH3:9])([CH3:10])[CH3:11])=[O:6])[CH2:12]1)=[O:15])[CH3:18], predict the reactants needed to synthesize it. The reactants are: [CH2:1]([N:4]([CH2:12][CH:13]([CH2:19][CH:20]=[CH2:21])[C:14]([O:16][CH2:17][CH3:18])=[O:15])[C:5]([O:7][C:8]([CH3:11])([CH3:10])[CH3:9])=[O:6])C=C. (2) Given the product [CH3:1][O:2][C:3]1[CH:4]=[C:5]([C:9]2([C:21]3[CH:26]=[CH:25][CH:24]=[C:23]([O:27][CH3:28])[CH:22]=3)[O:13][C:12]3[CH:14]=[CH:15][C:16]([C:18]([N:29]4[CH2:34][CH2:33][CH2:32][CH2:31][CH2:30]4)=[O:20])=[CH:17][C:11]=3[O:10]2)[CH:6]=[CH:7][CH:8]=1, predict the reactants needed to synthesize it. The reactants are: [CH3:1][O:2][C:3]1[CH:4]=[C:5]([C:9]2([C:21]3[CH:26]=[CH:25][CH:24]=[C:23]([O:27][CH3:28])[CH:22]=3)[O:13][C:12]3[CH:14]=[CH:15][C:16]([C:18]([OH:20])=O)=[CH:17][C:11]=3[O:10]2)[CH:6]=[CH:7][CH:8]=1.[NH:29]1[CH2:34][CH2:33][CH2:32][CH2:31][CH2:30]1. (3) Given the product [F:21][C:27]1[CH:28]=[CH:29][C:22]([OH:23])=[CH:24][C:25]=1[OH:26], predict the reactants needed to synthesize it. The reactants are: F[B-](F)(F)F.F[B-](F)(F)F.ClC[N+]12CC[N+]([F:21])(CC1)CC2.[C:22]1([CH:29]=[CH:28][CH:27]=[C:25]([OH:26])[CH:24]=1)[OH:23].